This data is from Catalyst prediction with 721,799 reactions and 888 catalyst types from USPTO. The task is: Predict which catalyst facilitates the given reaction. (1) Reactant: [N:1]([CH2:4][C:5]1[O:6][C:7]2[CH:13]=[C:12]([Cl:14])[CH:11]=[CH:10][C:8]=2[CH:9]=1)=[N+]=[N-].O.C1C=CC(P(C2C=CC=CC=2)C2C=CC=CC=2)=CC=1. Product: [Cl:14][C:12]1[CH:11]=[CH:10][C:8]2[CH:9]=[C:5]([CH2:4][NH2:1])[O:6][C:7]=2[CH:13]=1. The catalyst class is: 7. (2) Product: [C:5]([O:9][C:10]([NH:12][C@@:13]1([C:37]([O:39][C:40]([CH3:43])([CH3:42])[CH3:41])=[O:38])[C@H:18]([CH2:19][S:20][C:21]2[CH:26]=[CH:25][C:24]([F:27])=[C:23]([F:28])[CH:22]=2)[C@@H:17]([OH:29])[C@@H:16]2[C@H:14]1[C@H:15]2[C:30]([O:32][C:33]([CH3:35])([CH3:34])[CH3:36])=[O:31])=[O:11])([CH3:8])([CH3:6])[CH3:7]. The catalyst class is: 27. Reactant: B.CSC.[C:5]([O:9][C:10]([NH:12][C@@:13]1([C:37]([O:39][C:40]([CH3:43])([CH3:42])[CH3:41])=[O:38])[C@H:18]([CH2:19][S:20][C:21]2[CH:26]=[CH:25][C:24]([F:27])=[C:23]([F:28])[CH:22]=2)[C:17](=[O:29])[C@@H:16]2[C@H:14]1[C@H:15]2[C:30]([O:32][C:33]([CH3:36])([CH3:35])[CH3:34])=[O:31])=[O:11])([CH3:8])([CH3:7])[CH3:6]. (3) Reactant: [CH3:1][O:2][C:3]1[CH:12]=[C:11]2[C:6]([C:7](=[O:13])[CH:8]=[CH:9][NH:10]2)=[CH:5][C:4]=1C(O)=O.[CH2:17]([OH:24])[C:18]1[CH:23]=[CH:22][CH:21]=[CH:20][CH:19]=1.C1(P(N=[N+]=[N-])(C2C=CC=CC=2)=[O:32])C=CC=CC=1.C([N:44]([CH2:47]C)CC)C. Product: [CH2:17]([O:24][C:47](=[O:32])[NH:44][C:4]1[CH:5]=[C:6]2[C:11](=[CH:12][C:3]=1[O:2][CH3:1])[NH:10][CH:9]=[CH:8][C:7]2=[O:13])[C:18]1[CH:23]=[CH:22][CH:21]=[CH:20][CH:19]=1. The catalyst class is: 391.